The task is: Predict the reaction yield, written as a fraction of the theoretical maximum amount of product (1.0 means a 100% yield; for example, 0.34 means a 34% yield).. This data is from Reaction yield outcomes from USPTO patents with 853,638 reactions. The reactants are [C:1]([C:5]1[CH:10]=[CH:9][C:8](N2C(C)=CC=C2C)=[C:7]([N+:18]([O-])=O)[CH:6]=1)([CH3:4])([CH3:3])[CH3:2].CCO[C:24]([CH3:26])=O. The catalyst is [Pd]. The product is [C:1]([C:5]1[CH:10]=[CH:9][C:8]([C:5]2[CH:6]=[C:7]([CH3:8])[NH:18][C:24]=2[CH3:26])=[C:7]([CH:6]=1)[NH2:18])([CH3:2])([CH3:3])[CH3:4]. The yield is 0.990.